From a dataset of Full USPTO retrosynthesis dataset with 1.9M reactions from patents (1976-2016). Predict the reactants needed to synthesize the given product. (1) Given the product [CH3:11][C:12]1([CH3:17])[CH2:13][O:14][C:6]2([CH2:7][CH:8]3[CH:4]([CH2:3][C:2](=[O:10])[CH2:1]3)[CH2:5]2)[O:9][CH2:15]1, predict the reactants needed to synthesize it. The reactants are: [CH2:1]1[C@@H:8]2[C@@H:4]([CH2:5][C:6](=[O:9])[CH2:7]2)[CH2:3][C:2]1=[O:10].[CH3:11][C:12]([CH3:17])([CH2:15]O)[CH2:13][OH:14].O.C1(C)C=CC(S(O)(=O)=O)=CC=1.C([O-])([O-])=O.[K+].[K+]. (2) Given the product [N:25]1([CH2:30][C@@H:31]([O:1][C:2]2[CH:11]=[CH:10][C:9]3[C:8](=[O:12])[CH2:7][CH2:6][CH2:5][C:4]=3[C:3]=2[CH2:13][S:14][C:15]2[CH:16]=[C:17]([CH:22]=[CH:23][CH:24]=2)[C:18]([O:20][CH3:21])=[O:19])[C:33]2[CH:38]=[CH:37][CH:36]=[CH:35][CH:34]=2)[CH:29]=[CH:28][N:27]=[CH:26]1, predict the reactants needed to synthesize it. The reactants are: [OH:1][C:2]1[CH:11]=[CH:10][C:9]2[C:8](=[O:12])[CH2:7][CH2:6][CH2:5][C:4]=2[C:3]=1[CH2:13][S:14][C:15]1[CH:16]=[C:17]([CH:22]=[CH:23][CH:24]=1)[C:18]([O:20][CH3:21])=[O:19].[N:25]1([CH2:30][C@@H:31]([C:33]2[CH:38]=[CH:37][CH:36]=[CH:35][CH:34]=2)O)[CH:29]=[CH:28][N:27]=[CH:26]1.C1C=CC(P(C2C=CC=CC=2)C2C=CC=CC=2)=CC=1.N(C(OCC)=O)=NC(OCC)=O. (3) Given the product [CH3:30][O:31][C:32]1[N:37]=[C:36]([O:38][CH3:39])[C:35]([C:2]2[N:3]=[C:4]([N:24]3[CH2:29][CH2:28][O:27][CH2:26][CH2:25]3)[C:5]3[S:10][C:9]([CH2:11][N:12]4[CH2:17][CH2:16][CH:15]([N:18]5[CH2:23][CH2:22][CH2:21][CH2:20][CH2:19]5)[CH2:14][CH2:13]4)=[CH:8][C:6]=3[N:7]=2)=[CH:34][N:33]=1, predict the reactants needed to synthesize it. The reactants are: Cl[C:2]1[N:3]=[C:4]([N:24]2[CH2:29][CH2:28][O:27][CH2:26][CH2:25]2)[C:5]2[S:10][C:9]([CH2:11][N:12]3[CH2:17][CH2:16][CH:15]([N:18]4[CH2:23][CH2:22][CH2:21][CH2:20][CH2:19]4)[CH2:14][CH2:13]3)=[CH:8][C:6]=2[N:7]=1.[CH3:30][O:31][C:32]1[N:37]=[C:36]([O:38][CH3:39])[C:35](B2OC(C)(C)C(C)(C)O2)=[CH:34][N:33]=1. (4) Given the product [CH3:1][O:2][CH:3]1[CH2:7][CH:6]([OH:8])[CH:10]([OH:12])[CH2:4]1, predict the reactants needed to synthesize it. The reactants are: [CH3:1][O:2][CH:3]1[CH2:7][CH:6]=C[CH2:4]1.[OH:8]O.[CH:10]([OH:12])=O. (5) Given the product [CH2:1]([NH:5][C:7](=[S:8])[NH:6][C:9]1[CH:10]=[CH:11][C:12]([O:15][C:16](=[O:25])[N:17]([CH3:24])[C:18]2[CH:23]=[CH:22][CH:21]=[CH:20][CH:19]=2)=[N:13][CH:14]=1)[CH:2]([CH3:4])[CH3:3], predict the reactants needed to synthesize it. The reactants are: [CH2:1]([NH2:5])[CH:2]([CH3:4])[CH3:3].[N:6]([C:9]1[CH:10]=[CH:11][C:12]([O:15][C:16](=[O:25])[N:17]([CH3:24])[C:18]2[CH:23]=[CH:22][CH:21]=[CH:20][CH:19]=2)=[N:13][CH:14]=1)=[C:7]=[S:8]. (6) Given the product [Cl:28][C:29]1[N:30]=[CH:31][C:32]([C:2]2[C:3]([N:22]3[CH2:25][C:24]([OH:27])([CH3:26])[CH2:23]3)=[N:4][CH:5]=[C:6]([C:7]([NH:9][C:10]3[CH:11]=[CH:12][C:13]([O:16][C:17]([F:18])([F:20])[F:19])=[CH:14][CH:15]=3)=[O:8])[CH:21]=2)=[CH:33][C:34]=1[F:35], predict the reactants needed to synthesize it. The reactants are: Br[C:2]1[C:3]([N:22]2[CH2:25][C:24]([OH:27])([CH3:26])[CH2:23]2)=[N:4][CH:5]=[C:6]([CH:21]=1)[C:7]([NH:9][C:10]1[CH:15]=[CH:14][C:13]([O:16][C:17]([F:20])([F:19])[F:18])=[CH:12][CH:11]=1)=[O:8].[Cl:28][C:29]1[C:34]([F:35])=[CH:33][C:32](B2OC(C)(C)C(C)(C)O2)=[CH:31][N:30]=1. (7) Given the product [O:44]=[C:38]1[CH:37]([N:31]2[CH2:30][C:29]3[C:33](=[CH:34][CH:35]=[C:27]([CH2:26][NH:25][C:3](=[O:5])[C:2]([F:1])([F:18])[C:6]4[CH:11]=[CH:10][C:9]([O:12][C:13]([F:16])([F:15])[F:14])=[CH:8][C:7]=4[CH3:17])[CH:28]=3)[C:32]2=[O:36])[CH2:42][CH2:41][C:40](=[O:43])[NH:39]1, predict the reactants needed to synthesize it. The reactants are: [F:1][C:2]([F:18])([C:6]1[CH:11]=[CH:10][C:9]([O:12][C:13]([F:16])([F:15])[F:14])=[CH:8][C:7]=1[CH3:17])[C:3]([OH:5])=O.P(Cl)(Cl)(Cl)=O.Cl.[NH2:25][CH2:26][C:27]1[CH:28]=[C:29]2[C:33](=[CH:34][CH:35]=1)[C:32](=[O:36])[N:31]([CH:37]1[CH2:42][CH2:41][C:40](=[O:43])[NH:39][C:38]1=[O:44])[CH2:30]2.C(=O)(O)[O-].[Na+]. (8) Given the product [Cl:8][C:9]1[CH:14]=[CH:13][C:12]([C:15]2[C:16]([C:18]3[CH:19]=[CH:20][N:21]=[CH:22][CH:23]=3)=[N:4][C:5](=[O:6])[NH:7][CH:24]=2)=[CH:11][CH:10]=1, predict the reactants needed to synthesize it. The reactants are: C[O-].[Na+].[NH2:4][C:5]([NH2:7])=[O:6].[Cl:8][C:9]1[CH:14]=[CH:13][C:12]([C:15](=[CH:24]N(C)C)[C:16]([C:18]2[CH:23]=[CH:22][N:21]=[CH:20][CH:19]=2)=O)=[CH:11][CH:10]=1. (9) Given the product [CH3:23][O:22][C:20](=[O:21])[C:19]1[CH:18]=[CH:17][C:13]([C:14]([NH:54][CH2:53][C:52]2[CH:55]=[CH:56][CH:57]=[C:50]([OH:49])[CH:51]=2)=[O:16])=[CH:12][C:11]=1[Br:10], predict the reactants needed to synthesize it. The reactants are: C(N(C(C)C)CC)(C)C.[Br:10][C:11]1[CH:12]=[C:13]([CH:17]=[CH:18][C:19]=1[C:20]([O:22][CH3:23])=[O:21])[C:14]([OH:16])=O.F[P-](F)(F)(F)(F)F.N1(OC(N(C)C)=[N+](C)C)C2C=CC=CC=2N=N1.Cl.[OH:49][C:50]1[CH:51]=[C:52]([CH:55]=[CH:56][CH:57]=1)[CH2:53][NH2:54].ON1C2C=CC=CC=2N=N1. (10) Given the product [CH2:26]([C:28]1[N:29]=[CH:30][C:31]([C:4]([C:6]2[C:15](=[O:16])[C:14]3[C:9](=[CH:10][CH:11]=[CH:12][CH:13]=3)[N:8]([CH2:17][C:18]3[CH:23]=[CH:22][CH:21]=[C:20]([CH3:24])[N:19]=3)[CH:7]=2)=[O:5])=[CH:32][CH:33]=1)[CH3:27], predict the reactants needed to synthesize it. The reactants are: CON(C)[C:4]([C:6]1[C:15](=[O:16])[C:14]2[C:9](=[CH:10][CH:11]=[CH:12][CH:13]=2)[N:8]([CH2:17][C:18]2[CH:23]=[CH:22][CH:21]=[C:20]([CH3:24])[N:19]=2)[CH:7]=1)=[O:5].[CH2:26]([C:28]1[CH:33]=[CH:32][C:31](I)=[CH:30][N:29]=1)[CH3:27].C([Mg]Cl)(C)C.